From a dataset of Full USPTO retrosynthesis dataset with 1.9M reactions from patents (1976-2016). Predict the reactants needed to synthesize the given product. (1) The reactants are: [Cl:1][C:2]1[CH:7]=[CH:6][N:5]=[C:4](C(O)=O)[CH:3]=1.C([N:13](CC)CC)C.C1(P(N=[N+]=[N-])(C2C=CC=CC=2)=O)C=CC=CC=1.Cl. Given the product [ClH:1].[Cl:1][C:2]1[CH:7]=[CH:6][N:5]=[C:4]([NH2:13])[CH:3]=1, predict the reactants needed to synthesize it. (2) Given the product [I:18][C:2]1[CH:3]=[C:4]2[C:9](=[CH:10][CH:11]=1)[C:8](=[O:12])[NH:7][CH2:6][CH2:5]2, predict the reactants needed to synthesize it. The reactants are: Br[C:2]1[CH:3]=[C:4]2[C:9](=[CH:10][CH:11]=1)[C:8](=[O:12])[NH:7][CH2:6][CH2:5]2.C([Li])CCC.[I:18]I. (3) Given the product [CH3:35][O:34][C:27]1[CH:28]=[CH:29][CH:30]=[C:31]([O:32][CH3:33])[C:26]=1[CH2:25][NH:24][C:22]([NH:21][C:19]1[S:20][C:14]2[CH2:13][NH:12][CH2:17][CH2:16][C:15]=2[N:18]=1)=[NH:23], predict the reactants needed to synthesize it. The reactants are: Br.C(OC([N:12]1[CH2:17][CH2:16][C:15]2[N:18]=[C:19]([NH:21][C:22]([NH:24][CH2:25][C:26]3[C:31]([O:32][CH3:33])=[CH:30][CH:29]=[CH:28][C:27]=3[O:34][CH3:35])=[NH:23])[S:20][C:14]=2[CH2:13]1)=O)C1C=CC=CC=1.C(=O)([O-])[O-].